This data is from NCI-60 drug combinations with 297,098 pairs across 59 cell lines. The task is: Regression. Given two drug SMILES strings and cell line genomic features, predict the synergy score measuring deviation from expected non-interaction effect. (1) Drug 1: C1CC(=O)NC(=O)C1N2CC3=C(C2=O)C=CC=C3N. Drug 2: C1CCC(CC1)NC(=O)N(CCCl)N=O. Cell line: SNB-75. Synergy scores: CSS=29.4, Synergy_ZIP=-7.47, Synergy_Bliss=-2.81, Synergy_Loewe=-4.17, Synergy_HSA=-1.29. (2) Cell line: HL-60(TB). Synergy scores: CSS=61.8, Synergy_ZIP=0.362, Synergy_Bliss=-5.86, Synergy_Loewe=-26.7, Synergy_HSA=-6.62. Drug 2: C(CC(=O)O)C(=O)CN.Cl. Drug 1: CC12CCC3C(C1CCC2=O)CC(=C)C4=CC(=O)C=CC34C.